Dataset: Catalyst prediction with 721,799 reactions and 888 catalyst types from USPTO. Task: Predict which catalyst facilitates the given reaction. (1) Reactant: [C:1]([NH:9][C:10]1[CH:22]=[C:21]([C:23]2[CH:28]=[CH:27][CH:26]=[CH:25][C:24]=2[CH3:29])[CH:20]=[CH:19][C:11]=1[C:12]([O:14]C(C)(C)C)=[O:13])(=[O:8])[C:2]1[CH:7]=[CH:6][CH:5]=[CH:4][CH:3]=1. Product: [C:1]([NH:9][C:10]1[CH:22]=[C:21]([C:23]2[CH:28]=[CH:27][CH:26]=[CH:25][C:24]=2[CH3:29])[CH:20]=[CH:19][C:11]=1[C:12]([OH:14])=[O:13])(=[O:8])[C:2]1[CH:3]=[CH:4][CH:5]=[CH:6][CH:7]=1. The catalyst class is: 55. (2) Reactant: C([O:3][C:4](=[O:33])[CH2:5][NH:6][C:7]([C:9]1[C:14](=[O:15])[N:13]([CH2:16][C:17]2[CH:22]=[CH:21][CH:20]=[CH:19][C:18]=2[C:23]([F:26])([F:25])[F:24])[C:12]([OH:27])=[C:11]([C:28]([O:30]C)=O)[C:10]=1[OH:32])=[O:8])C.[NH2:34][CH2:35][C:36]1[CH:41]=[CH:40][CH:39]=[CH:38][N:37]=1. Product: [OH:32][C:10]1[C:11]([C:28]([NH:34][CH2:35][C:36]2[CH:41]=[CH:40][CH:39]=[CH:38][N:37]=2)=[O:30])=[C:12]([OH:27])[N:13]([CH2:16][C:17]2[CH:22]=[CH:21][CH:20]=[CH:19][C:18]=2[C:23]([F:25])([F:24])[F:26])[C:14](=[O:15])[C:9]=1[C:7]([NH:6][CH2:5][C:4]([OH:3])=[O:33])=[O:8]. The catalyst class is: 33. (3) Reactant: C([O:8][CH2:9][CH2:10][N:11]1[CH:16]=[C:15]([C:17]2[CH:22]=[CH:21][CH:20]=[CH:19][CH:18]=2)[CH:14]=[CH:13][C:12]1=[O:23])C1C=CC=CC=1.[H][H]. Product: [OH:8][CH2:9][CH2:10][N:11]1[CH2:16][CH:15]([C:17]2[CH:22]=[CH:21][CH:20]=[CH:19][CH:18]=2)[CH2:14][CH2:13][C:12]1=[O:23]. The catalyst class is: 293. (4) Reactant: [CH2:1]([NH2:4])[CH2:2][CH3:3].Cl[S:6]([C:9]1[CH:14]=[CH:13][C:12]([CH2:15][C:16]([OH:18])=[O:17])=[CH:11][CH:10]=1)(=[O:8])=[O:7]. Product: [CH2:1]([NH:4][S:6]([C:9]1[CH:10]=[CH:11][C:12]([CH2:15][C:16]([OH:18])=[O:17])=[CH:13][CH:14]=1)(=[O:8])=[O:7])[CH2:2][CH3:3]. The catalyst class is: 5. (5) Reactant: [N+:1]([C:4]1[CH:5]=[C:6]([S:10](Cl)(=[O:12])=[O:11])[CH:7]=[CH:8][CH:9]=1)([O-:3])=[O:2].[CH:14]1([CH2:17][N:18]2[CH2:23][CH2:22][N:21]([CH:24]3[CH2:29][CH2:28][CH:27]([NH2:30])[CH2:26][CH2:25]3)[CH2:20][CH2:19]2)[CH2:16][CH2:15]1.C(N(CC)CC)C. Product: [CH:14]1([CH2:17][N:18]2[CH2:23][CH2:22][N:21]([CH:24]3[CH2:29][CH2:28][CH:27]([NH:30][S:10]([C:6]4[CH:7]=[CH:8][CH:9]=[C:4]([N+:1]([O-:3])=[O:2])[CH:5]=4)(=[O:12])=[O:11])[CH2:26][CH2:25]3)[CH2:20][CH2:19]2)[CH2:15][CH2:16]1. The catalyst class is: 4. (6) Reactant: [CH3:1][O:2][C:3]1[CH:16]=[CH:15][C:6]([NH:7][S:8]([CH2:11][C:12](O)=O)(=[O:10])=[O:9])=[CH:5][C:4]=1[N+:17]([O-:19])=[O:18].[CH3:20][O:21][C:22]1[CH:29]=[C:28]([O:30][CH3:31])[CH:27]=[C:26]([O:32][CH3:33])[C:23]=1C=O.C(N)C1C=CC=CC=1.C(OCC)(=O)C. Product: [CH3:31][O:30][C:28]1[CH:27]=[C:26]([O:32][CH3:33])[CH:23]=[C:22]([O:21][CH3:20])[C:29]=1[CH:12]=[CH:11][S:8]([NH:7][C:6]1[CH:15]=[CH:16][C:3]([O:2][CH3:1])=[C:4]([N+:17]([O-:19])=[O:18])[CH:5]=1)(=[O:10])=[O:9]. The catalyst class is: 15.